From a dataset of Peptide-MHC class I binding affinity with 185,985 pairs from IEDB/IMGT. Regression. Given a peptide amino acid sequence and an MHC pseudo amino acid sequence, predict their binding affinity value. This is MHC class I binding data. (1) The peptide sequence is FRFGDPMPF. The MHC is HLA-B07:02 with pseudo-sequence HLA-B07:02. The binding affinity (normalized) is 0.0847. (2) The MHC is HLA-A02:01 with pseudo-sequence HLA-A02:01. The binding affinity (normalized) is 0.844. The peptide sequence is ILFTFLHLA. (3) The peptide sequence is AEQTGVSHNL. The MHC is H-2-Db with pseudo-sequence H-2-Db. The binding affinity (normalized) is 0.